The task is: Predict the reaction yield, written as a fraction of the theoretical maximum amount of product (1.0 means a 100% yield; for example, 0.34 means a 34% yield).. This data is from Reaction yield outcomes from USPTO patents with 853,638 reactions. (1) The reactants are Br[C:2]1[CH:3]=[C:4]([C:8]([O:10][CH3:11])=[O:9])[O:5][C:6]=1[CH3:7].C(=O)([O-])[O-].[K+].[K+].[CH3:18][N:19]1[C:23](B2OC(C)(C)C(C)(C)O2)=[CH:22][CH:21]=[N:20]1. The catalyst is O1CCOCC1.O.CC(C)([P](C(C)(C)C)([Pd][P](C(C)(C)C)(C(C)(C)C)C(C)(C)C)C(C)(C)C)C. The product is [CH3:7][C:6]1[O:5][C:4]([C:8]([O:10][CH3:11])=[O:9])=[CH:3][C:2]=1[C:23]1[N:19]([CH3:18])[N:20]=[CH:21][CH:22]=1. The yield is 0.810. (2) The reactants are C([O:5][C:6](=[O:45])[CH:7]([NH:20][C:21]([C:23]1[CH:24]=[N:25][N:26]2[C:31]([CH:32]3[CH2:37][CH2:36][CH2:35][CH2:34][CH2:33]3)=[C:30]([C:38]3[CH:43]=[CH:42][C:41]([F:44])=[CH:40][CH:39]=3)[CH:29]=[N:28][C:27]=12)=[O:22])[CH2:8][C:9]1[CH:14]=[CH:13][C:12]([O:15]C(C)(C)C)=[CH:11][CH:10]=1)(C)(C)C.FC(F)(F)C(O)=O. The catalyst is O. The product is [CH:32]1([C:31]2[N:26]3[N:25]=[CH:24][C:23]([C:21]([NH:20][CH:7]([CH2:8][C:9]4[CH:10]=[CH:11][C:12]([OH:15])=[CH:13][CH:14]=4)[C:6]([OH:45])=[O:5])=[O:22])=[C:27]3[N:28]=[CH:29][C:30]=2[C:38]2[CH:43]=[CH:42][C:41]([F:44])=[CH:40][CH:39]=2)[CH2:37][CH2:36][CH2:35][CH2:34][CH2:33]1. The yield is 0.450. (3) The reactants are [CH3:1][N:2]1[CH2:7][CH:6]=[C:5]([C:8]2[CH:13]=[CH:12][C:11]([N+:14]([O-])=O)=[CH:10][CH:9]=2)[CH2:4][CH2:3]1. The catalyst is CO.[Pd]. The product is [CH3:1][N:2]1[CH2:7][CH2:6][CH:5]([C:8]2[CH:9]=[CH:10][C:11]([NH2:14])=[CH:12][CH:13]=2)[CH2:4][CH2:3]1. The yield is 0.940. (4) The reactants are C(OC([N:8]1[CH2:11][CH:10]([N:12]([C:14]([C:17](=[O:19])[NH2:18])([CH3:16])[CH3:15])[CH3:13])[CH2:9]1)=O)(C)(C)C.C(O)(C(F)(F)F)=O. The catalyst is C(Cl)Cl. The product is [NH:8]1[CH2:11][CH:10]([N:12]([CH3:13])[C:14]([CH3:15])([CH3:16])[C:17]([NH2:18])=[O:19])[CH2:9]1. The yield is 0.790. (5) The reactants are [CH3:1][N:2]1[C:6]([C:7]2[CH:8]=[C:9]([C:12]([O:14][CH3:15])=[O:13])[S:10][CH:11]=2)=[CH:5][CH:4]=[N:3]1.C1C(=O)N([I:23])C(=O)C1. The catalyst is C1COCC1. The product is [I:23][C:5]1[CH:4]=[N:3][N:2]([CH3:1])[C:6]=1[C:7]1[CH:8]=[C:9]([C:12]([O:14][CH3:15])=[O:13])[S:10][CH:11]=1. The yield is 0.430.